This data is from Forward reaction prediction with 1.9M reactions from USPTO patents (1976-2016). The task is: Predict the product of the given reaction. Given the reactants [NH2:1][C:2]1[N:7]=[CH:6][N:5]=[C:4]([NH:8][C@H:9]([C:11]2[N:16]([C:17]3[CH:22]=[CH:21][CH:20]=[CH:19][CH:18]=3)[C:15](=[O:23])[C:14]3=[C:24]([CH3:27])[CH:25]=[CH:26][N:13]3[N:12]=2)[CH3:10])[C:3]=1Br.[F:29][C:30]1[CH:35]=[C:34]([F:36])[CH:33]=[CH:32][C:31]=1[S:37]([NH:40][C:41]1[CH:46]=[C:45](B2OC(C)(C)C(C)(C)O2)[CH:44]=[C:43]([OH:56])[CH:42]=1)(=[O:39])=[O:38].C(=O)([O-])[O-].[Na+].[Na+], predict the reaction product. The product is: [NH2:1][C:2]1[C:3]([C:45]2[CH:46]=[C:41]([NH:40][S:37]([C:31]3[CH:32]=[CH:33][C:34]([F:36])=[CH:35][C:30]=3[F:29])(=[O:39])=[O:38])[CH:42]=[C:43]([OH:56])[CH:44]=2)=[C:4]([NH:8][C@H:9]([C:11]2[N:16]([C:17]3[CH:22]=[CH:21][CH:20]=[CH:19][CH:18]=3)[C:15](=[O:23])[C:14]3=[C:24]([CH3:27])[CH:25]=[CH:26][N:13]3[N:12]=2)[CH3:10])[N:5]=[CH:6][N:7]=1.